Predict the reactants needed to synthesize the given product. From a dataset of Full USPTO retrosynthesis dataset with 1.9M reactions from patents (1976-2016). (1) Given the product [Cl:1][C:2]1[C:7]2[NH:8][C:29]([C:21]3[CH2:22][C:23]4([CH2:24][CH2:25][CH2:26][CH2:27][CH2:28]4)[O:19][N:20]=3)=[N:9][C:6]=2[CH:5]=[C:4]([C:12]2[CH:17]=[CH:16][CH:15]=[CH:14][C:13]=2[F:18])[CH:3]=1, predict the reactants needed to synthesize it. The reactants are: [Cl:1][C:2]1[CH:3]=[C:4]([C:12]2[CH:17]=[CH:16][CH:15]=[CH:14][C:13]=2[F:18])[CH:5]=[C:6]([N+:9]([O-])=O)[C:7]=1[NH2:8].[O:19]1[C:23]2([CH2:28][CH2:27][CH2:26][CH2:25][CH2:24]2)[CH2:22][C:21]([C:29](O)=O)=[N:20]1. (2) Given the product [CH2:12]([N:6]1[CH2:5][C:4]2[C:8](=[CH:9][CH:10]=[C:2]([NH:1][CH2:16][C:18]3[CH:19]=[N:20][CH:21]=[CH:22][C:23]=3[NH:24][C:25](=[O:30])[C:26]([CH3:28])([CH3:27])[CH3:29])[CH:3]=2)[C:7]1=[O:11])[CH2:13][CH2:14][CH3:15], predict the reactants needed to synthesize it. The reactants are: [NH2:1][C:2]1[CH:3]=[C:4]2[C:8](=[CH:9][CH:10]=1)[C:7](=[O:11])[N:6]([CH2:12][CH2:13][CH2:14][CH3:15])[CH2:5]2.[CH:16]([C:18]1[CH:19]=[N:20][CH:21]=[CH:22][C:23]=1[NH:24][C:25](=[O:30])[C:26]([CH3:29])([CH3:28])[CH3:27])=O.C([O-])(O)=O.[Na+].[BH4-].[Na+]. (3) Given the product [F:1][C:2]([F:16])([F:15])[S:3][C:4]1[CH:5]=[C:6]([CH:7]=[C:8]([C:10]([CH3:13])([CH3:12])[CH3:11])[CH:9]=1)[C:17]#[N:18], predict the reactants needed to synthesize it. The reactants are: [F:1][C:2]([F:16])([F:15])[S:3][C:4]1[CH:5]=[C:6](Br)[CH:7]=[C:8]([C:10]([CH3:13])([CH3:12])[CH3:11])[CH:9]=1.[C:17]([Cu])#[N:18]. (4) Given the product [NH2:26][CH2:27][CH2:28][CH2:29][CH2:30][NH:31][C:9](=[O:11])[C:8]1[CH:7]=[CH:6][C:5]([CH2:4][CH2:3][CH:2]([CH3:1])[CH3:14])=[CH:13][CH:12]=1, predict the reactants needed to synthesize it. The reactants are: [CH3:1][C:2](=[CH2:14])[CH2:3][CH2:4][C:5]1[CH:13]=[CH:12][C:8]([C:9]([OH:11])=O)=[CH:7][CH:6]=1.Cl.C([NH:26][CH2:27][CH2:28][CH2:29][CH2:30][NH2:31])(OCC1C=CC=CC=1)=O. (5) Given the product [CH2:14]([O:16][C:17](=[O:31])[C@@H:18]([O:28][CH2:29][CH3:30])[CH2:19][C:20]1[CH:25]=[CH:24][C:23]([O:26][CH2:33]/[CH:34]=[CH:35]/[C:36]#[C:37][C:38]2[CH:43]=[CH:42][C:41]([C:44]#[C:45]/[CH:46]=[CH:47]/[CH2:48][O:49][C:21]3[CH:20]=[CH:19][C:13]([CH2:12][C@H:11]([O:28][CH2:18][CH3:17])[C:10]([O:16][CH2:14][CH3:15])=[O:50])=[CH:23][C:22]=3[Br:27])=[CH:40][CH:39]=2)=[C:22]([Br:27])[CH:21]=1)[CH3:15], predict the reactants needed to synthesize it. The reactants are: [CH2:10](P([CH2:10][CH2:11][CH2:12][CH3:13])[CH2:10][CH2:11][CH2:12][CH3:13])[CH2:11][CH2:12][CH3:13].[CH2:14]([O:16][C:17](=[O:31])[C@@H:18]([O:28][CH2:29][CH3:30])[CH2:19][C:20]1[CH:25]=[CH:24][C:23]([OH:26])=[C:22]([Br:27])[CH:21]=1)[CH3:15].O[CH2:33]/[CH:34]=[CH:35]/[C:36]#[C:37][C:38]1[CH:43]=[CH:42][C:41]([C:44]#[C:45]/[CH:46]=[CH:47]/[CH2:48][OH:49])=[CH:40][CH:39]=1.[OH2:50].